Dataset: Reaction yield outcomes from USPTO patents with 853,638 reactions. Task: Predict the reaction yield, written as a fraction of the theoretical maximum amount of product (1.0 means a 100% yield; for example, 0.34 means a 34% yield). The reactants are [Br:1][C:2]1[CH:7]=[CH:6][C:5]([CH2:8][CH2:9][CH2:10][OH:11])=[C:4]([O:12][C:13]([F:16])([F:15])[F:14])[CH:3]=1.[Cr](Cl)([O-])(=O)=O.[NH+]1C=CC=CC=1. The catalyst is C(Cl)Cl. The product is [Br:1][C:2]1[CH:7]=[CH:6][C:5]([CH2:8][CH2:9][CH:10]=[O:11])=[C:4]([O:12][C:13]([F:14])([F:15])[F:16])[CH:3]=1. The yield is 0.640.